The task is: Predict the product of the given reaction.. This data is from Forward reaction prediction with 1.9M reactions from USPTO patents (1976-2016). (1) Given the reactants [Cl:1][C:2]1[CH:11]=[C:10]2[C:5]([CH:6]([CH3:14])[CH:7]([CH2:12][CH3:13])[N:8]=[CH:9]2)=[CH:4][C:3]=1[O:15][CH2:16][CH2:17][O:18][CH3:19].CN([CH:23]=[C:24]([C:30](=[O:32])[CH3:31])[C:25]([O:27][CH2:28][CH3:29])=[O:26])C.Cl.O1CCOCC1, predict the reaction product. The product is: [Cl:1][C:2]1[C:3]([O:15][CH2:16][CH2:17][O:18][CH3:19])=[CH:4][C:5]2[CH:6]([CH3:14])[CH:7]([CH2:12][CH3:13])[N:8]3[CH:9]([CH2:31][C:30](=[O:32])[C:24]([C:25]([O:27][CH2:28][CH3:29])=[O:26])=[CH:23]3)[C:10]=2[CH:11]=1. (2) Given the reactants [N:1]1[CH:6]=[CH:5][CH:4]=[CH:3][C:2]=1[NH2:7].[NH2:8][C:9]1[C:10]([C:17](O)=[O:18])=[N:11][C:12]([C:15]#[N:16])=[CH:13][N:14]=1, predict the reaction product. The product is: [NH2:8][C:9]1[C:10]([C:17]([NH:7][C:2]2[CH:3]=[CH:4][CH:5]=[CH:6][N:1]=2)=[O:18])=[N:11][C:12]([C:15]#[N:16])=[CH:13][N:14]=1. (3) Given the reactants [Br:1][C:2]1[C:3]([CH3:9])=[CH:4][C:5](=[O:8])[NH:6][CH:7]=1.IC.[C:12](=O)([O-])[O-].[K+].[K+], predict the reaction product. The product is: [Br:1][C:2]1[C:3]([CH3:9])=[CH:4][C:5](=[O:8])[N:6]([CH3:12])[CH:7]=1. (4) Given the reactants C1(S([O-])=O)C=CC=CC=1.[Na+].CS(C)=O.BrC1C(C[C:23]2[C:31]3[C:30](=[O:32])[CH2:29][C:28](C)(C)[CH2:27][C:26]=3[NH:25][C:24]=2C)=CC=CN=1, predict the reaction product. The product is: [NH:25]1[C:26]2[CH2:27][CH2:28][CH2:29][C:30](=[O:32])[C:31]=2[CH:23]=[CH:24]1.